From a dataset of Full USPTO retrosynthesis dataset with 1.9M reactions from patents (1976-2016). Predict the reactants needed to synthesize the given product. Given the product [NH3:2].[F:32][C:30]1[CH:29]=[CH:28][C:26]2[N:27]=[C:23]([NH:2][C@@H:3]3[CH2:7][CH2:6][CH2:5][C@@H:4]3[NH:8][C:9](=[O:21])[C:10]3[CH:15]=[CH:14][CH:13]=[CH:12][C:11]=3[N:16]3[N:17]=[CH:18][CH:19]=[N:20]3)[S:24][C:25]=2[CH:31]=1, predict the reactants needed to synthesize it. The reactants are: Cl.[NH2:2][C@@H:3]1[CH2:7][CH2:6][CH2:5][C@@H:4]1[NH:8][C:9](=[O:21])[C:10]1[CH:15]=[CH:14][CH:13]=[CH:12][C:11]=1[N:16]1[N:20]=[CH:19][CH:18]=[N:17]1.Cl[C:23]1[S:24][C:25]2[CH:31]=[C:30]([F:32])[CH:29]=[CH:28][C:26]=2[N:27]=1.CCN(C(C)C)C(C)C.